Task: Predict the reactants needed to synthesize the given product.. Dataset: Full USPTO retrosynthesis dataset with 1.9M reactions from patents (1976-2016) (1) Given the product [CH2:40]([N:47]1[CH2:52][CH2:51][N:50]([C:14]([O:10][CH2:9][CH:3]2[CH2:4][N:5]([CH3:8])[CH2:6][CH2:7][N:2]2[CH3:1])=[O:15])[CH2:49][CH2:48]1)[C:41]1[CH:42]=[CH:43][CH:44]=[CH:45][CH:46]=1, predict the reactants needed to synthesize it. The reactants are: [CH3:1][N:2]1[CH2:7][CH2:6][N:5]([CH3:8])[CH2:4][CH:3]1[CH2:9][OH:10].CN1CC[O:15][CH2:14]C1.C1C([N+]([O-])=O)=CC=C([Cl-]C([O-])=O)C=1.CCN(C(C)C)C(C)C.[CH2:40]([N:47]1[CH2:52][CH2:51][NH:50][CH2:49][CH2:48]1)[C:41]1[CH:46]=[CH:45][CH:44]=[CH:43][CH:42]=1. (2) Given the product [O:1]1[CH2:6][CH2:5][CH:4]([C:7]([O:9][CH3:15])=[O:8])[CH2:3][CH2:2]1, predict the reactants needed to synthesize it. The reactants are: [O:1]1[CH2:6][CH2:5][CH:4]([C:7]([OH:9])=[O:8])[CH2:3][CH2:2]1.S(=O)(=O)(O)O.[CH3:15]O. (3) Given the product [NH:9]1[C:13]2[CH:14]=[CH:15][CH:16]=[CH:17][C:12]=2[N:11]=[C:10]1[C@H:18]([NH:28][C:29]([N:31]1[CH2:36][CH:35]2[CH2:37][CH2:38][CH:32]1[CH2:33][N:34]2[CH3:39])=[O:30])[CH2:19][C:20]1[CH:25]=[CH:24][C:23]([O:26][CH3:27])=[CH:22][CH:21]=1, predict the reactants needed to synthesize it. The reactants are: N#N.[H-].[H-].[H-].[H-].[Li+].[Al+3].[NH:9]1[C:13]2[CH:14]=[CH:15][CH:16]=[CH:17][C:12]=2[N:11]=[C:10]1[C@H:18]([NH:28][C:29]([N:31]1[CH2:36][CH:35]2[CH2:37][CH2:38][CH:32]1[CH2:33][N:34]2[C:39](OC(C)(C)C)=O)=[O:30])[CH2:19][C:20]1[CH:25]=[CH:24][C:23]([O:26][CH3:27])=[CH:22][CH:21]=1.[OH-].[Na+]. (4) Given the product [CH3:11][O:12][CH2:13][CH:14]1[CH2:18][CH2:17][CH2:16][N:15]1[C:2]1[CH:7]=[CH:6][CH:5]=[C:4]([N+:8]([O-:10])=[O:9])[CH:3]=1, predict the reactants needed to synthesize it. The reactants are: Br[C:2]1[CH:7]=[CH:6][CH:5]=[C:4]([N+:8]([O-:10])=[O:9])[CH:3]=1.[CH3:11][O:12][CH2:13][CH:14]1[CH2:18][CH2:17][CH2:16][NH:15]1.C([O-])([O-])=O.[Cs+].[Cs+].